Dataset: Forward reaction prediction with 1.9M reactions from USPTO patents (1976-2016). Task: Predict the product of the given reaction. Given the reactants [NH2:1][C:2]1[N:6]([CH2:7][CH2:8][CH2:9][N:10]([CH2:13][CH3:14])[CH2:11][CH3:12])[C:5]([SH:15])=[N:4][C:3]=1[C:16]([NH2:18])=[O:17].C(N(CC)CCCN=C=S)C.I[C:31]1[C:39]([I:40])=[CH:38][C:34]2[O:35][CH2:36][O:37][C:33]=2[CH:32]=1, predict the reaction product. The product is: [NH2:1][C:2]1[N:6]([CH2:7][CH2:8][CH2:9][N:10]([CH2:13][CH3:14])[CH2:11][CH3:12])[C:5]([S:15][C:31]2[C:39]([I:40])=[CH:38][C:34]3[O:35][CH2:36][O:37][C:33]=3[CH:32]=2)=[N:4][C:3]=1[C:16]([NH2:18])=[O:17].